This data is from Forward reaction prediction with 1.9M reactions from USPTO patents (1976-2016). The task is: Predict the product of the given reaction. (1) The product is: [CH2:1]([O:3][C:4](=[O:33])/[CH:5]=[C:6](/[CH:8]=[CH:9]/[C@@H:10]1[CH2:12][C@@:11]1([C:14]1[CH:15]=[C:16]([CH2:25][CH2:26][C:27](=[O:32])[CH2:28][CH2:29][CH2:30][CH3:31])[C:17]2[O:21][CH2:20][C:19]([CH3:22])([CH3:23])[C:18]=2[CH:24]=1)[CH3:13])\[CH3:7])[CH3:2]. Given the reactants [CH2:1]([O:3][C:4](=[O:33])/[CH:5]=[C:6](/[CH:8]=[CH:9]/[C@@H:10]1[CH2:12][C@@:11]1([C:14]1[CH:15]=[C:16]([CH2:25][CH2:26][CH:27]([OH:32])[CH2:28][CH2:29][CH2:30][CH3:31])[C:17]2[O:21][CH2:20][C:19]([CH3:23])([CH3:22])[C:18]=2[CH:24]=1)[CH3:13])\[CH3:7])[CH3:2].OC(CCCC)CCC1C2OCC(C)(C)C=2C=C([C@@]2(C)C[C@H]2/C=C/C(/C)=C/C(O)=O)C=1.ClCCl.C[N+]1([O-])CCOCC1, predict the reaction product. (2) Given the reactants [F:1][C:2]1[CH:7]=[CH:6][C:5]([C:8]2[O:9][C:10]3[CH:20]=[CH:19][C:18]([C:21]4[CH:26]=[C:25]([C:27](=[O:36])[NH:28][C:29]5([C:32](=[NH:35])[NH:33][OH:34])[CH2:31][CH2:30]5)[CH:24]=[CH:23][C:22]=4[CH3:37])=[CH:17][C:11]=3[C:12]=2[C:13]([NH:15][CH3:16])=[O:14])=[CH:4][CH:3]=1.N1C=CC=[CH:40][CH:39]=1.C(Cl)(=O)C, predict the reaction product. The product is: [F:1][C:2]1[CH:7]=[CH:6][C:5]([C:8]2[O:9][C:10]3[CH:20]=[CH:19][C:18]([C:21]4[CH:26]=[C:25]([C:27](=[O:36])[NH:28][C:29]5([C:32]6[N:35]=[C:39]([CH3:40])[O:34][N:33]=6)[CH2:30][CH2:31]5)[CH:24]=[CH:23][C:22]=4[CH3:37])=[CH:17][C:11]=3[C:12]=2[C:13]([NH:15][CH3:16])=[O:14])=[CH:4][CH:3]=1.